From a dataset of Full USPTO retrosynthesis dataset with 1.9M reactions from patents (1976-2016). Predict the reactants needed to synthesize the given product. (1) Given the product [O:16]1[CH:17]=[CH:18][CH:19]=[C:15]1[C:13]1[N:3]=[C:4]2[N:11]([C:2]([NH2:1])=[N:7][C:6]3[NH:8][CH:9]=[CH:10][C:5]=32)[N:12]=1, predict the reactants needed to synthesize it. The reactants are: [NH2:1][C:2]1[N:3]=[C:4]([NH:11][NH:12][C:13]([C:15]2[O:16][CH:17]=[CH:18][CH:19]=2)=O)[C:5]2[CH:10]=[CH:9][NH:8][C:6]=2[N:7]=1.C/C(/O[Si](C)(C)C)=N\[Si](C)(C)C.CC1(C)[SiH2][SiH]=NC(C)(C)C1(C)C. (2) Given the product [C:27]1([N:26]([C:33]2[CH:38]=[CH:37][CH:36]=[CH:35][CH:34]=2)[C:25]2[CH:39]=[CH:40][C:22]([N:7]([C:1]3[CH:2]=[CH:3][CH:4]=[CH:5][CH:6]=3)[C:8]3[CH:9]=[CH:10][C:11]([NH:14][C:15]4[CH:20]=[CH:19][CH:18]=[CH:17][CH:16]=4)=[CH:12][CH:13]=3)=[CH:23][CH:24]=2)[CH:32]=[CH:31][CH:30]=[CH:29][CH:28]=1, predict the reactants needed to synthesize it. The reactants are: [C:1]1([NH:7][C:8]2[CH:13]=[CH:12][C:11]([NH:14][C:15]3[CH:20]=[CH:19][CH:18]=[CH:17][CH:16]=3)=[CH:10][CH:9]=2)[CH:6]=[CH:5][CH:4]=[CH:3][CH:2]=1.Br[C:22]1[CH:40]=[CH:39][C:25]([N:26]([C:33]2[CH:38]=[CH:37][CH:36]=[CH:35][CH:34]=2)[C:27]2[CH:32]=[CH:31][CH:30]=[CH:29][CH:28]=2)=[CH:24][CH:23]=1.CC(C)([O-])C.[Na+]. (3) Given the product [NH2:19][C:13]1[CH:12]=[C:11]2[C:16]([C:17](=[O:18])[N:8]([C:5]3[CH:6]=[CH:7][C:2]([Cl:1])=[CH:3][CH:4]=3)[C:9]([CH:22]([CH3:24])[CH3:23])=[N:10]2)=[CH:15][CH:14]=1, predict the reactants needed to synthesize it. The reactants are: [Cl:1][C:2]1[CH:7]=[CH:6][C:5]([N:8]2[C:17](=[O:18])[C:16]3[C:11](=[CH:12][C:13]([N+:19]([O-])=O)=[CH:14][CH:15]=3)[N:10]=[C:9]2[CH:22]([CH3:24])[CH3:23])=[CH:4][CH:3]=1. (4) Given the product [NH2:15][C:12]1[CH:13]=[CH:14][C:9]([N:7]2[C:6](=[O:19])[CH:5]=[C:4]([CH3:3])[NH:8]2)=[CH:10][C:11]=1[CH3:18], predict the reactants needed to synthesize it. The reactants are: [H][H].[CH3:3][C:4]1[NH:8][N:7]([C:9]2[CH:14]=[CH:13][C:12]([N+:15]([O-])=O)=[C:11]([CH3:18])[CH:10]=2)[C:6](=[O:19])[CH:5]=1. (5) Given the product [CH2:12]([N:19]1[CH2:26][CH:25]2[CH2:24][N:23]([C:8]([C:7]3[C:2]([CH3:1])=[N:3][CH:4]=[N:5][C:6]=3[CH3:11])=[O:10])[CH2:22][CH:21]2[CH2:20]1)[C:13]1[CH:14]=[CH:15][CH:16]=[CH:17][CH:18]=1, predict the reactants needed to synthesize it. The reactants are: [CH3:1][C:2]1[C:7]([C:8]([OH:10])=O)=[C:6]([CH3:11])[N:5]=[CH:4][N:3]=1.[CH2:12]([N:19]1[CH2:26][CH:25]2[CH:21]([CH2:22][NH:23][CH2:24]2)[CH2:20]1)[C:13]1[CH:18]=[CH:17][CH:16]=[CH:15][CH:14]=1.CCN=C=NCCCN(C)C.C1C=CC2N(O)N=NC=2C=1.CCN(C(C)C)C(C)C.